From a dataset of Forward reaction prediction with 1.9M reactions from USPTO patents (1976-2016). Predict the product of the given reaction. (1) Given the reactants Br[C:2]1[N:10]([CH2:11][C:12]2[CH:17]=[CH:16][C:15]([Cl:18])=[CH:14][CH:13]=2)[C:9]2[C:8](=[O:19])[NH:7][C:6](=[O:20])[N:5]([CH3:21])[C:4]=2[N:3]=1.[CH2:22]([SH:25])[CH2:23][CH3:24].C(=O)([O-])[O-].[K+].[K+], predict the reaction product. The product is: [Cl:18][C:15]1[CH:16]=[CH:17][C:12]([CH2:11][N:10]2[C:9]3[C:8](=[O:19])[NH:7][C:6](=[O:20])[N:5]([CH3:21])[C:4]=3[N:3]=[C:2]2[S:25][CH2:22][CH2:23][CH3:24])=[CH:13][CH:14]=1. (2) Given the reactants [CH2:1]=[O:2].[ClH:3].CO[C:6]1[CH:10]=[C:9]([C:11]([F:14])([F:13])[F:12])[N:8]([CH3:15])[N:7]=1.[C:16](=O)([O-])[O-].[K+].[K+], predict the reaction product. The product is: [Cl:3][CH2:6][C:10]1[C:1]([O:2][CH3:16])=[N:7][N:8]([CH3:15])[C:9]=1[C:11]([F:12])([F:13])[F:14]. (3) Given the reactants [CH3:1][O:2][C:3]1[CH:12]=[C:11]2[C:6]([C:7]([O:14][C@H:15]3[CH2:19][N:18](C(OC(C)(C)C)=O)[C@H:17]([C:27]([O:29][CH3:30])=[O:28])[CH2:16]3)=[CH:8][C:9](=[O:13])[NH:10]2)=[CH:5][C:4]=1[CH:31]=[CH2:32].[ClH:33], predict the reaction product. The product is: [ClH:33].[CH3:1][O:2][C:3]1[CH:12]=[C:11]2[C:6]([C:7]([O:14][C@H:15]3[CH2:19][NH:18][C@H:17]([C:27]([O:29][CH3:30])=[O:28])[CH2:16]3)=[CH:8][C:9](=[O:13])[NH:10]2)=[CH:5][C:4]=1[CH:31]=[CH2:32]. (4) The product is: [F:31][C:32]([F:41])([F:42])[CH2:33][C:34]1[CH:40]=[CH:39][C:37]([N:38]2[CH2:13][CH2:12][C:6]3([CH2:7][CH2:8][N:9]([S:25]([C:20]4[CH:21]=[CH:22][CH:23]=[CH:24][C:19]=4[O:18][C:17]([F:30])([F:29])[F:16])(=[O:27])=[O:26])[CH2:10][CH2:11]3)[C:4]2=[O:5])=[CH:36][CH:35]=1. Given the reactants C(O[C:4]([C:6]1([CH2:12][CH2:13]OC)[CH2:11][CH2:10][NH:9][CH2:8][CH2:7]1)=[O:5])C.[F:16][C:17]([F:30])([F:29])[O:18][C:19]1[CH:24]=[CH:23][CH:22]=[CH:21][C:20]=1[S:25](Cl)(=[O:27])=[O:26].[F:31][C:32]([F:42])([F:41])[CH2:33][C:34]1[CH:40]=[CH:39][C:37]([NH2:38])=[CH:36][CH:35]=1, predict the reaction product. (5) The product is: [Cl:1][C:2]1[CH:11]=[CH:10][C:9]([NH2:8])=[C:4]([C:5]2[NH:6][N:13]=[C:14]([CH3:16])[N:15]=2)[CH:3]=1. Given the reactants [Cl:1][C:2]1[CH:11]=[CH:10][C:9]2[NH:8]C(=O)[N:6]3[N:13]=[C:14]([CH3:16])[N:15]=[C:5]3[C:4]=2[CH:3]=1.BrC1C=CC2NC(=O)N3N=CN=C3C=2C=1, predict the reaction product. (6) Given the reactants [F:1][C:2]1[CH:3]=[C:4]([C:15]([O:17][CH3:18])=O)[C:5]2[O:9][C:8]([CH2:10][CH2:11][O:12][CH3:13])=[CH:7][C:6]=2[CH:14]=1.O[C:20]1[CH:25]=[CH:24][C:23]([CH2:26][CH2:27][C:28]([O:30]CC)=[O:29])=[C:22]([CH3:33])[C:21]=1C, predict the reaction product. The product is: [F:1][C:2]1[CH:3]=[C:4]([CH2:15][O:17][C:18]2[CH:25]=[CH:24][C:23]([CH2:26][CH2:27][C:28]([OH:30])=[O:29])=[C:22]([CH3:33])[C:21]=2[CH3:20])[C:5]2[O:9][C:8]([CH2:10][CH2:11][O:12][CH3:13])=[CH:7][C:6]=2[CH:14]=1. (7) Given the reactants [Br:1][CH2:2][C:3](Br)=[O:4].[CH2:6]([O:8][C:9](=[O:19])[C@H:10]([CH2:12][C:13]1[CH:18]=[CH:17][CH:16]=[CH:15][CH:14]=1)[NH2:11])[CH3:7].C(N(CC)CC)C, predict the reaction product. The product is: [CH2:6]([O:8][C:9](=[O:19])[C@H:10]([CH2:12][C:13]1[CH:18]=[CH:17][CH:16]=[CH:15][CH:14]=1)[NH:11][C:3](=[O:4])[CH2:2][Br:1])[CH3:7]. (8) Given the reactants I[C:2]1[C:10]2[C:5](=[CH:6][CH:7]=[C:8]([N:11]([S:19]([C:22]3[CH:27]=[CH:26][CH:25]=[CH:24][C:23]=3[S:28]([CH3:31])(=[O:30])=[O:29])(=[O:21])=[O:20])C(OC(C)(C)C)=O)[CH:9]=2)[N:4](C(OC(C)(C)C)=O)[N:3]=1.C(OC([N:46]1[C:54]2[C:49](=[CH:50][CH:51]=[CH:52][N:53]=2)[CH:48]=[C:47]1B(O)O)=O)(C)(C)C.C(=O)([O-])O.[Na+], predict the reaction product. The product is: [CH3:31][S:28]([C:23]1[CH:24]=[CH:25][CH:26]=[CH:27][C:22]=1[S:19]([NH:11][C:8]1[CH:9]=[C:10]2[C:5](=[CH:6][CH:7]=1)[NH:4][N:3]=[C:2]2[C:47]1[NH:46][C:54]2=[N:53][CH:52]=[CH:51][CH:50]=[C:49]2[CH:48]=1)(=[O:20])=[O:21])(=[O:30])=[O:29].